This data is from Full USPTO retrosynthesis dataset with 1.9M reactions from patents (1976-2016). The task is: Predict the reactants needed to synthesize the given product. (1) Given the product [CH3:31][N:32]([CH:33]([CH3:35])[CH3:34])[C:28]([CH:26]1[CH2:25][CH2:24][C:23]2[C:16]3[C:15]([NH:14][C:6]4[CH:7]=[C:8]5[C:12](=[CH:13][C:5]=4[O:4][CH:2]([CH3:3])[CH3:1])[NH:11][N:10]=[CH:9]5)=[N:20][CH:19]=[N:18][C:17]=3[S:21][C:22]=2[CH2:27]1)=[O:30], predict the reactants needed to synthesize it. The reactants are: [CH3:1][CH:2]([O:4][C:5]1[CH:13]=[C:12]2[C:8]([CH:9]=[N:10][NH:11]2)=[CH:7][C:6]=1[NH:14][C:15]1[C:16]2[C:23]3[CH2:24][CH2:25][CH:26]([C:28]([OH:30])=O)[CH2:27][C:22]=3[S:21][C:17]=2[N:18]=[CH:19][N:20]=1)[CH3:3].[CH3:31][NH:32][CH:33]([CH3:35])[CH3:34]. (2) The reactants are: C(Cl)(=O)C(Cl)=O.CS(C)=O.[OH:11][CH2:12][C@H:13]1[CH2:18][CH2:17][C@H:16]([C:19]([O:21][CH3:22])=[O:20])[CH2:15][CH2:14]1.C(N(CC)CC)C. Given the product [CH:12]([C@H:13]1[CH2:14][CH2:15][C@H:16]([C:19]([O:21][CH3:22])=[O:20])[CH2:17][CH2:18]1)=[O:11], predict the reactants needed to synthesize it.